From a dataset of Peptide-MHC class II binding affinity with 134,281 pairs from IEDB. Regression. Given a peptide amino acid sequence and an MHC pseudo amino acid sequence, predict their binding affinity value. This is MHC class II binding data. The peptide sequence is AAVPGKNVVNVQTKP. The MHC is DRB3_0101 with pseudo-sequence DRB3_0101. The binding affinity (normalized) is 0.